This data is from Reaction yield outcomes from USPTO patents with 853,638 reactions. The task is: Predict the reaction yield, written as a fraction of the theoretical maximum amount of product (1.0 means a 100% yield; for example, 0.34 means a 34% yield). (1) The reactants are [CH2:1]([O:8][C:9]1[CH:45]=[CH:44][C:12]([C:13]([O:15][C:16]2[CH:21]=[CH:20][C:19]([CH2:22][CH:23]([NH:31]C(OCC3C=CC=CC=3)=O)[C:24]([O:26][C:27]([CH3:30])([CH3:29])[CH3:28])=[O:25])=[CH:18][C:17]=2[O:42][CH3:43])=[O:14])=[CH:11][CH:10]=1)[CH2:2][CH2:3][CH2:4][CH2:5][CH2:6][CH3:7].CC(O)=O. The catalyst is CO.[Pd]. The product is [CH2:1]([O:8][C:9]1[CH:45]=[CH:44][C:12]([C:13]([O:15][C:16]2[CH:21]=[CH:20][C:19]([CH2:22][CH:23]([NH2:31])[C:24]([O:26][C:27]([CH3:28])([CH3:29])[CH3:30])=[O:25])=[CH:18][C:17]=2[O:42][CH3:43])=[O:14])=[CH:11][CH:10]=1)[CH2:2][CH2:3][CH2:4][CH2:5][CH2:6][CH3:7]. The yield is 0.920. (2) The reactants are [CH:1]1[C:10]2[C:5](=[CH:6][CH:7]=[CH:8][CH:9]=2)[CH:4]=[CH:3][C:2]=1[C:11]1([CH2:16]OS(C)(=O)=O)[CH2:15][CH2:14][CH2:13][CH2:12]1.ClC1C=CC(Cl)=CC=1C1(C[C:36]#[N:37])CCCC1. No catalyst specified. The product is [CH:1]1[C:10]2[C:5](=[CH:6][CH:7]=[CH:8][CH:9]=2)[CH:4]=[CH:3][C:2]=1[C:11]1([CH2:16][C:36]#[N:37])[CH2:15][CH2:14][CH2:13][CH2:12]1. The yield is 0.727. (3) The reactants are [CH3:1][C:2]1[N:11]=[C:10]([N:12]([C:14]2[CH:19]=[CH:18][C:17](N)=[CH:16][CH:15]=2)[CH3:13])[C:9]2[C:4](=[CH:5][CH:6]=[CH:7][CH:8]=2)[N:3]=1.[CH2:21]=O.[C:23]([BH3-])#[N:24].[Na+]. The catalyst is CC(OCC1C2C(=CC=CC=2)C(COC(C)=O)=C2C=1C=CC=C2)=O. The product is [CH3:21][N:24]([CH3:23])[C:17]1[CH:18]=[CH:19][C:14]([N:12]([C:10]2[C:9]3[C:4](=[CH:5][CH:6]=[CH:7][CH:8]=3)[N:3]=[C:2]([CH3:1])[N:11]=2)[CH3:13])=[CH:15][CH:16]=1. The yield is 0.800. (4) The reactants are Cl[C:2]1[CH:7]=[C:6]([CH:8]2[CH2:10][CH2:9]2)[N:5]=[C:4]([C:11]2[CH:16]=[CH:15][CH:14]=[CH:13][C:12]=2[C:17]([F:20])([F:19])[F:18])[N:3]=1.[NH:21]1[C:25]2=[N:26][CH:27]=[CH:28][CH:29]=[C:24]2[C:23]([NH2:30])=[N:22]1.O.C(=O)(O)[O-].[Na+]. The catalyst is CN1CCCC1=O. The product is [CH:8]1([C:6]2[N:5]=[C:4]([C:11]3[CH:16]=[CH:15][CH:14]=[CH:13][C:12]=3[C:17]([F:20])([F:19])[F:18])[N:3]=[C:2]([NH:30][C:23]3[C:24]4[C:25](=[N:26][CH:27]=[CH:28][CH:29]=4)[NH:21][N:22]=3)[CH:7]=2)[CH2:10][CH2:9]1. The yield is 0.570. (5) The reactants are [C:1]([C:3]1[CH:8]=[CH:7][C:6]([C:9]2[CH:10]=[N:11][N:12]([C:16]3[CH:24]=[CH:23][C:19]([C:20]([OH:22])=O)=[CH:18][N:17]=3)[C:13]=2[O:14][CH3:15])=[C:5]([CH3:25])[C:4]=1[F:26])#[N:2].C1C=C2N=NN(O)C2=CC=1.O.Cl.C(N=C=NCCCN(C)C)C.C(N(C(C)C)C(C)C)C.[CH2:59]([N:61]1[CH2:66][CH2:65][NH:64][CH2:63][CH2:62]1)[CH3:60]. The catalyst is CN(C=O)C. The product is [CH2:59]([N:61]1[CH2:66][CH2:65][N:64]([C:20]([C:19]2[CH:23]=[CH:24][C:16]([N:12]3[C:13]([O:14][CH3:15])=[C:9]([C:6]4[CH:7]=[CH:8][C:3]([C:1]#[N:2])=[C:4]([F:26])[C:5]=4[CH3:25])[CH:10]=[N:11]3)=[N:17][CH:18]=2)=[O:22])[CH2:63][CH2:62]1)[CH3:60]. The yield is 0.520. (6) The reactants are Cl[CH2:2][C@@H:3]([OH:21])[CH2:4][NH:5][CH2:6][CH2:7][NH:8][S:9]([C:12]1[CH:17]=[CH:16][CH:15]=[CH:14][C:13]=1[N+:18]([O-:20])=[O:19])(=[O:11])=[O:10].C([O-])([O-])=O.[Cs+].[Cs+]. The catalyst is C(#N)C. The product is [N+:18]([C:13]1[CH:14]=[CH:15][CH:16]=[CH:17][C:12]=1[S:9]([N:8]1[CH2:2][C@@H:3]([OH:21])[CH2:4][NH:5][CH2:6][CH2:7]1)(=[O:11])=[O:10])([O-:20])=[O:19]. The yield is 0.310.